From a dataset of Catalyst prediction with 721,799 reactions and 888 catalyst types from USPTO. Predict which catalyst facilitates the given reaction. (1) Reactant: [Cl:1][C:2]1[CH:7]=[C:6]([CH3:8])[CH:5]=[C:4]([Cl:9])[C:3]=1[OH:10].Br[CH2:12][CH2:13][CH2:14][OH:15].C([O-])([O-])=O.[K+].[K+]. Product: [Cl:1][C:2]1[CH:7]=[C:6]([CH3:8])[CH:5]=[C:4]([Cl:9])[C:3]=1[O:10][CH2:12][CH2:13][CH2:14][OH:15]. The catalyst class is: 21. (2) Reactant: C1(OC)C=CC=CC=1.C(O)(C(F)(F)F)=O.O.[C:17]1([C:60]2[CH:65]=[CH:64][CH:63]=[CH:62][CH:61]=2)[CH:22]=[CH:21][CH:20]=[C:19]([N:23](COCC[Si](C)(C)C)[C:24]2[O:28][C:27]([C:29]([N:31]([C:40]3[CH:41]=[N:42][C:43]([N:46]4[CH2:51][CH2:50][O:49][CH2:48][CH2:47]4)=[CH:44][CH:45]=3)COCC[Si](C)(C)C)=[O:30])=[N:26][N:25]=2)[CH:18]=1. Product: [C:17]1([C:60]2[CH:61]=[CH:62][CH:63]=[CH:64][CH:65]=2)[CH:22]=[CH:21][CH:20]=[C:19]([NH:23][C:24]2[O:28][C:27]([C:29]([NH:31][C:40]3[CH:41]=[N:42][C:43]([N:46]4[CH2:51][CH2:50][O:49][CH2:48][CH2:47]4)=[CH:44][CH:45]=3)=[O:30])=[N:26][N:25]=2)[CH:18]=1. The catalyst class is: 2. (3) Reactant: [Cl:1][C:2]1[CH:3]=[C:4]([OH:10])[CH:5]=[CH:6][C:7]=1[CH2:8][OH:9].[CH2:11](Br)[C:12]1[CH:17]=[CH:16][CH:15]=[CH:14][CH:13]=1.[OH-].[Na+]. Product: [Cl:1][C:2]1[CH:3]=[C:4]([O:10][CH2:11][C:12]2[CH:17]=[CH:16][CH:15]=[CH:14][CH:13]=2)[CH:5]=[CH:6][C:7]=1[CH2:8][OH:9]. The catalyst class is: 412.